Dataset: CYP1A2 inhibition data for predicting drug metabolism from PubChem BioAssay. Task: Regression/Classification. Given a drug SMILES string, predict its absorption, distribution, metabolism, or excretion properties. Task type varies by dataset: regression for continuous measurements (e.g., permeability, clearance, half-life) or binary classification for categorical outcomes (e.g., BBB penetration, CYP inhibition). Dataset: cyp1a2_veith. (1) The compound is O=[N+]([O-])c1ccc2c(c1)S(=O)c1ccccc1-2. The result is 1 (inhibitor). (2) The molecule is CC1Cc2cc(/C(O)=C3/C(=O)C(=O)N(CCN4CCOCC4)C3c3cccc(Cl)c3)ccc2O1. The result is 0 (non-inhibitor). (3) The result is 1 (inhibitor). The compound is c1ccc(-c2nc3ccccc3o2)nc1. (4) The molecule is Cn1c(CN2CCCCC2)nc2cc(NC(=O)c3ccc(Cl)cc3)ccc21. The result is 0 (non-inhibitor). (5) The drug is O=C(c1ccncc1)N1CCC2(CC1)CN(c1ccc(-c3ccccc3)cc1)C2. The result is 0 (non-inhibitor).